Dataset: Full USPTO retrosynthesis dataset with 1.9M reactions from patents (1976-2016). Task: Predict the reactants needed to synthesize the given product. (1) Given the product [CH2:1]([N:8]1[C:16]2[C:11](=[CH:12][CH:13]=[C:14]([CH:20]=[CH2:21])[CH:15]=2)[CH:10]=[N:9]1)[C:2]1[CH:7]=[CH:6][CH:5]=[CH:4][CH:3]=1, predict the reactants needed to synthesize it. The reactants are: [CH2:1]([N:8]1[C:16]2[C:11](=[CH:12][CH:13]=[C:14](Br)[CH:15]=2)[CH:10]=[N:9]1)[C:2]1[CH:7]=[CH:6][CH:5]=[CH:4][CH:3]=1.[OH-].[Na+].[CH3:20][C:21]1(C)CC(C)OB(C=C)O1. (2) Given the product [CH3:1][C:2]1[NH:7][C:6](=[S:8])[NH:5][CH:4]([C:9]2[CH:14]=[CH:13][CH:12]=[CH:11][CH:10]=2)[C:3]=1[C:15]([O:17][CH2:24][C:23]1[CH:26]=[CH:27][C:20]([O:19][CH3:18])=[CH:21][CH:22]=1)=[O:16], predict the reactants needed to synthesize it. The reactants are: [CH3:1][C:2]1[NH:7][C:6](=[S:8])[NH:5][CH:4]([C:9]2[CH:14]=[CH:13][CH:12]=[CH:11][CH:10]=2)[C:3]=1[C:15]([OH:17])=[O:16].[CH3:18][O:19][C:20]1[CH:27]=[CH:26][C:23]([CH2:24]O)=[CH:22][CH:21]=1.CCN=C=NCCCN(C)C. (3) Given the product [C:29]([O:28][C:26]([NH:25][C:6]1[CH:5]=[CH:4][C:3]([CH2:2][NH:1][C:36]2[C:37]([Cl:41])=[CH:38][N:39]=[C:34]([Cl:33])[N:35]=2)=[CH:8][C:7]=1[CH2:9][CH2:10][C:11]1[CH:12]=[C:13]([NH:17][C:18](=[O:24])[O:19][C:20]([CH3:23])([CH3:21])[CH3:22])[CH:14]=[N:15][CH:16]=1)=[O:27])([CH3:32])([CH3:31])[CH3:30], predict the reactants needed to synthesize it. The reactants are: [NH2:1][CH2:2][C:3]1[CH:4]=[CH:5][C:6]([NH:25][C:26]([O:28][C:29]([CH3:32])([CH3:31])[CH3:30])=[O:27])=[C:7]([CH2:9][CH2:10][C:11]2[CH:12]=[C:13]([NH:17][C:18](=[O:24])[O:19][C:20]([CH3:23])([CH3:22])[CH3:21])[CH:14]=[N:15][CH:16]=2)[CH:8]=1.[Cl:33][C:34]1[N:39]=[C:38](Cl)[C:37]([Cl:41])=[CH:36][N:35]=1.C(=O)([O-])[O-].[K+].[K+]. (4) Given the product [NH2:1][C:2]1[CH:7]=[CH:6][C:5]([O:8][C:10]2[CH:15]=[CH:14][N:13]=[C:12]([C:16]([N:18]3[CH2:22][CH2:21][CH2:20][CH2:19]3)=[O:17])[CH:11]=2)=[CH:4][CH:3]=1, predict the reactants needed to synthesize it. The reactants are: [NH2:1][C:2]1[CH:7]=[CH:6][C:5]([OH:8])=[CH:4][CH:3]=1.Cl[C:10]1[CH:15]=[CH:14][N:13]=[C:12]([C:16]([N:18]2[CH2:22][CH2:21][CH2:20][CH2:19]2)=[O:17])[CH:11]=1.C([O-])([O-])=O.[K+].[K+].